This data is from Full USPTO retrosynthesis dataset with 1.9M reactions from patents (1976-2016). The task is: Predict the reactants needed to synthesize the given product. (1) Given the product [C:1]([C@H:6]1[C@H:15]([C:16]([OH:18])=[O:17])[CH2:14][C:13]2[C:8](=[CH:9][CH:10]=[CH:11][CH:12]=2)[CH2:7]1)([O:3][CH2:4][CH3:5])=[O:2], predict the reactants needed to synthesize it. The reactants are: [C:1]([C@H:6]1[C@H:15]([C:16]([O:18]CC)=[O:17])[CH2:14][C:13]2[C:8](=[CH:9][CH:10]=[CH:11][CH:12]=2)[CH2:7]1)([O:3][CH2:4][CH3:5])=[O:2].[OH-].[Na+].Cl. (2) Given the product [CH:38]1([C:2]2[S:6]/[C:5](=[N:7]\[C:8]([C:10]34[CH2:17][CH:16]5[CH2:18][CH:12]([CH2:13][CH:14]3[CH2:15]5)[CH2:11]4)=[O:9])/[N:4]([CH2:19][CH2:20][O:21][CH3:22])[CH:3]=2)[CH2:32][CH2:33]1, predict the reactants needed to synthesize it. The reactants are: Br[C:2]1[S:6]/[C:5](=[N:7]\[C:8]([C:10]23[CH2:17][CH:16]4[CH2:18][CH:12]([CH2:13][CH:14]2[CH2:15]4)[CH2:11]3)=[O:9])/[N:4]([CH2:19][CH2:20][O:21][CH3:22])[CH:3]=1.[O-]P([O-])([O-])=O.[K+].[K+].[K+].O.[C:32]1([CH3:38])C=CC=C[CH:33]=1. (3) Given the product [CH2:25]=[C:24]([C:20]1[CH:19]=[C:18]([C:15]([NH:12][C:13]([NH:11][C@@H:5]2[CH:6]3[CH2:9][CH2:10][N:3]([CH2:8][CH2:7]3)[CH2:4]2)=[O:14])([CH3:17])[CH3:16])[CH:23]=[CH:22][CH:21]=1)[CH3:26], predict the reactants needed to synthesize it. The reactants are: Cl.Cl.[N:3]12[CH2:10][CH2:9][CH:6]([CH2:7][CH2:8]1)[C@@H:5]([NH2:11])[CH2:4]2.[N:12]([C:15]([C:18]1[CH:23]=[CH:22][CH:21]=[C:20]([C:24]([CH3:26])=[CH2:25])[CH:19]=1)([CH3:17])[CH3:16])=[C:13]=[O:14].C(N(CC)CC)C. (4) Given the product [Br:18][C:12]1[CH:11]=[C:10]([CH:15]=[C:14]([Br:16])[C:13]=1[Br:17])[CH2:9][N:7]1[CH:8]=[C:4]([C:3]2[CH:22]=[C:21]([C:20]([O:24][CH3:25])=[O:23])[O:1][N:2]=2)[N:5]=[N:6]1, predict the reactants needed to synthesize it. The reactants are: [OH:1][N:2]=[C:3](Cl)[C:4]1[N:5]=[N:6][N:7]([CH2:9][C:10]2[CH:15]=[C:14]([Br:16])[C:13]([Br:17])=[C:12]([Br:18])[CH:11]=2)[CH:8]=1.[C:20]([O:24][CH3:25])(=[O:23])[C:21]#[CH:22]. (5) Given the product [CH2:18]([C:5]1([CH3:16])[C:4]2[C:9](=[C:10]([CH3:12])[CH:11]=[C:2]([Br:1])[C:3]=2[Cl:17])[NH:8][C:7]([CH3:13])([CH3:14])[C:6]1=[O:15])[C:19]1[CH:24]=[CH:23][CH:22]=[CH:21][CH:20]=1, predict the reactants needed to synthesize it. The reactants are: [Br:1][C:2]1[C:3]([Cl:17])=[C:4]2[C:9](=[C:10]([CH3:12])[CH:11]=1)[NH:8][C:7]([CH3:14])([CH3:13])[C:6](=[O:15])[CH:5]2[CH3:16].[CH2:18](Br)[C:19]1[CH:24]=[CH:23][CH:22]=[CH:21][CH:20]=1. (6) Given the product [CH3:1][O:2][C:3]1[CH:4]=[CH:5][C:6]([C:9]2[C:10]3[N:11]([N:15]=[C:16]([NH:18][C:19]4[CH:20]=[N:21][N:22]([CH:24]5[CH2:25][CH2:26][O:28][CH2:29][CH2:30]5)[CH:23]=4)[N:17]=3)[CH:12]=[CH:13][CH:14]=2)=[CH:7][CH:8]=1, predict the reactants needed to synthesize it. The reactants are: [CH3:1][O:2][C:3]1[CH:8]=[CH:7][C:6]([C:9]2[C:10]3[N:11]([N:15]=[C:16]([NH:18][C:19]4[CH:20]=[N:21][N:22]([CH2:24][C@H:25](O)[CH3:26])[CH:23]=4)[N:17]=3)[CH:12]=[CH:13][CH:14]=2)=[CH:5][CH:4]=1.[O:28]1CCC(N2C=C(N)C=N2)[CH2:30][CH2:29]1. (7) Given the product [CH2:28]([N:35]1[CH2:40][CH2:39][N:38]([C:2]2[CH:7]=[CH:6][CH:5]=[C:4]([F:8])[C:3]=2[C:9]2[CH:18]=[C:17]3[C:12]([C:13]([NH:20][CH3:21])=[N:14][C:15]([NH2:19])=[N:16]3)=[CH:11][CH:10]=2)[CH2:37][CH2:36]1)[C:29]1[CH:30]=[CH:31][CH:32]=[CH:33][CH:34]=1, predict the reactants needed to synthesize it. The reactants are: F[C:2]1[CH:7]=[CH:6][CH:5]=[C:4]([F:8])[C:3]=1[C:9]1[CH:18]=[C:17]2[C:12]([C:13]([NH:20][CH3:21])=[N:14][C:15]([NH2:19])=[N:16]2)=[CH:11][CH:10]=1.C(=O)([O-])[O-].[K+].[K+].[CH2:28]([N:35]1[CH2:40][CH2:39][NH:38][CH2:37][CH2:36]1)[C:29]1[CH:34]=[CH:33][CH:32]=[CH:31][CH:30]=1.CN1CCCC1=O. (8) Given the product [OH:13][C@H:10]1[CH2:11][CH2:12][N:8]([C:6]([O:5][C:1]([CH3:2])([CH3:3])[CH3:4])=[O:7])[C@@H:9]1[C:14](=[O:16])[NH:66][CH2:65][C:61]1[CH:60]=[C:59]([C:56]2[CH:57]=[N:58][C:53]([C:52]([F:68])([F:67])[F:51])=[CH:54][CH:55]=2)[N:64]=[CH:63][N:62]=1, predict the reactants needed to synthesize it. The reactants are: [C:1]([O:5][C:6]([N:8]1[CH2:12][CH2:11][C@H:10]([OH:13])[C@H:9]1[C:14]([OH:16])=O)=[O:7])([CH3:4])([CH3:3])[CH3:2].CN(C(ON1N=NC2C=CC=NC1=2)=[N+](C)C)C.F[P-](F)(F)(F)(F)F.CCN(C(C)C)C(C)C.Cl.[F:51][C:52]([F:68])([F:67])[C:53]1[N:58]=[CH:57][C:56]([C:59]2[N:64]=[CH:63][N:62]=[C:61]([CH2:65][NH2:66])[CH:60]=2)=[CH:55][CH:54]=1. (9) The reactants are: [NH2:1][C:2]1[CH:7]=[C:6]([OH:8])[CH:5]=[CH:4][C:3]=1[S:9][C:10]1[CH:15]=[CH:14][C:13]([NH:16][C:17](=[O:19])[CH3:18])=[CH:12][CH:11]=1.[CH3:20][C:21](CBr)=[CH2:22].C(=O)([O-])[O-].[K+].[K+]. Given the product [NH2:1][C:2]1[CH:7]=[C:6]([O:8][CH2:20][CH2:21][CH3:22])[CH:5]=[CH:4][C:3]=1[S:9][C:10]1[CH:15]=[CH:14][C:13]([NH:16][C:17](=[O:19])[CH3:18])=[CH:12][CH:11]=1, predict the reactants needed to synthesize it.